Task: Regression. Given a peptide amino acid sequence and an MHC pseudo amino acid sequence, predict their binding affinity value. This is MHC class I binding data.. Dataset: Peptide-MHC class I binding affinity with 185,985 pairs from IEDB/IMGT (1) The peptide sequence is DYNFVKQLF. The MHC is HLA-B18:01 with pseudo-sequence HLA-B18:01. The binding affinity (normalized) is 0.524. (2) The peptide sequence is KVFPYALINK. The MHC is Mamu-A01 with pseudo-sequence Mamu-A01. The binding affinity (normalized) is 0. (3) The peptide sequence is VTYLGGDL. The MHC is H-2-Kb with pseudo-sequence H-2-Kb. The binding affinity (normalized) is 0.685. (4) The peptide sequence is SDDTWNDEY. The MHC is HLA-A68:02 with pseudo-sequence HLA-A68:02. The binding affinity (normalized) is 0. (5) The peptide sequence is SQFILRLPP. The MHC is Mamu-B3901 with pseudo-sequence Mamu-B3901. The binding affinity (normalized) is 0. (6) The peptide sequence is LMNVITLVY. The binding affinity (normalized) is 1.00. The MHC is HLA-A29:02 with pseudo-sequence HLA-A29:02. (7) The peptide sequence is SHDVLTVQF. The MHC is HLA-A02:19 with pseudo-sequence HLA-A02:19. The binding affinity (normalized) is 0.0847. (8) The peptide sequence is WPRHRRLSI. The MHC is HLA-B07:02 with pseudo-sequence HLA-B07:02. The binding affinity (normalized) is 0.898. (9) The peptide sequence is YLYNKYSFK. The MHC is HLA-B40:01 with pseudo-sequence HLA-B40:01. The binding affinity (normalized) is 0.0847. (10) The peptide sequence is VTIPQIGGM. The MHC is HLA-A02:11 with pseudo-sequence HLA-A02:11. The binding affinity (normalized) is 0.0847.